The task is: Predict the product of the given reaction.. This data is from Forward reaction prediction with 1.9M reactions from USPTO patents (1976-2016). (1) Given the reactants I[C:2]1[CH:12]=[CH:11][C:5]([C:6]([N:8]([CH3:10])[CH3:9])=[O:7])=[CH:4][CH:3]=1.[CH3:13][Si:14]([C:17]#[CH:18])([CH3:16])[CH3:15].C(NC(C)C)(C)C, predict the reaction product. The product is: [CH3:9][N:8]([CH3:10])[C:6](=[O:7])[C:5]1[CH:11]=[CH:12][C:2]([C:18]#[C:17][Si:14]([CH3:16])([CH3:15])[CH3:13])=[CH:3][CH:4]=1. (2) Given the reactants [CH2:1]([O:3][C:4]1[C:12]([F:13])=[CH:11][C:7]([C:8]([OH:10])=O)=[CH:6][C:5]=1[F:14])[CH3:2].CN(C(ON1N=NC2C=CC=NC1=2)=[N+](C)C)C.F[P-](F)(F)(F)(F)F.CCN(C(C)C)C(C)C.O[NH:49][C:50]([C:52]1[C:53]2[CH:54]=[CH:55][N:56]=[CH:57][C:58]=2[CH:59]=[CH:60][CH:61]=1)=[NH:51], predict the reaction product. The product is: [CH2:1]([O:3][C:4]1[C:5]([F:14])=[CH:6][C:7]([C:8]2[O:10][N:51]=[C:50]([C:52]3[CH:61]=[CH:60][CH:59]=[C:58]4[C:53]=3[CH:54]=[CH:55][N:56]=[CH:57]4)[N:49]=2)=[CH:11][C:12]=1[F:13])[CH3:2]. (3) Given the reactants [F:1][C:2]1[CH:7]=[CH:6][C:5]([F:8])=[CH:4][C:3]=1[CH2:9][C:10]([OH:12])=O.CN(C(ON1N=NC2C=CC=CC1=2)=[N+](C)C)C.F[P-](F)(F)(F)(F)F.[NH2:37][C:38]1[N:43]([C:44]2[CH:49]=[CH:48][C:47]([NH2:50])=[CH:46][CH:45]=2)[CH2:42][N:41]=[C:40]2[S:51][CH:52]=[CH:53][C:39]=12.CCN(C(C)C)C(C)C.CO.C(NCC)C, predict the reaction product. The product is: [NH2:37][C:38]1[N:43]([C:44]2[CH:45]=[CH:46][C:47]([NH:50][C:10](=[O:12])[CH2:9][C:3]3[CH:4]=[C:5]([F:8])[CH:6]=[CH:7][C:2]=3[F:1])=[CH:48][CH:49]=2)[CH2:42][N:41]=[C:40]2[S:51][CH:52]=[CH:53][C:39]=12. (4) Given the reactants O[N:2]=[C:3]([C:6]1[CH:11]=[CH:10][C:9]([O:12][C:13]([F:16])([F:15])[F:14])=[CH:8][CH:7]=1)[CH2:4][CH3:5], predict the reaction product. The product is: [F:14][C:13]([F:15])([F:16])[O:12][C:9]1[CH:8]=[CH:7][C:6]([CH:3]([NH2:2])[CH2:4][CH3:5])=[CH:11][CH:10]=1.